From a dataset of Full USPTO retrosynthesis dataset with 1.9M reactions from patents (1976-2016). Predict the reactants needed to synthesize the given product. (1) Given the product [OH:29][C:23]([C:25]([F:28])([F:27])[F:26])=[O:24].[N:1]1[CH:6]=[CH:5][C:4]([C:7]2[CH:15]=[C:14]3[C:10]([CH2:11][CH2:12][NH:13]3)=[CH:9][CH:8]=2)=[CH:3][CH:2]=1, predict the reactants needed to synthesize it. The reactants are: [N:1]1[CH:6]=[CH:5][C:4]([C:7]2[CH:15]=[C:14]3[C:10]([CH2:11][CH2:12][N:13]3C(OC(C)(C)C)=O)=[CH:9][CH:8]=2)=[CH:3][CH:2]=1.[C:23]([OH:29])([C:25]([F:28])([F:27])[F:26])=[O:24]. (2) Given the product [F:1][C:2]1[CH:10]=[CH:9][C:8]([CH2:11][C:12]2[NH:13][C:14]([C:27]3[CH:32]=[CH:31][CH:30]=[C:29]([CH3:33])[N:28]=3)=[C:15]([C:17]3[CH:18]=[C:19]4[C:24](=[CH:25][CH:26]=3)[N:23]=[CH:22][CH:21]=[CH:20]4)[N:16]=2)=[CH:7][C:3]=1[CH2:4][OH:5], predict the reactants needed to synthesize it. The reactants are: [F:1][C:2]1[CH:10]=[CH:9][C:8]([CH2:11][C:12]2[NH:13][C:14]([C:27]3[CH:32]=[CH:31][CH:30]=[C:29]([CH3:33])[N:28]=3)=[C:15]([C:17]3[CH:18]=[C:19]4[C:24](=[CH:25][CH:26]=3)[N:23]=[CH:22][CH:21]=[CH:20]4)[N:16]=2)=[CH:7][C:3]=1[C:4](O)=[O:5].[H-].[H-].[H-].[H-].[Li+].[Al+3]. (3) Given the product [N:11]1([CH:8]2[CH2:7][CH2:6][C:5](=[O:4])[CH2:10][CH2:9]2)[C:22]2=[C:23]3[C:18](=[CH:19][CH:20]=[CH:21]2)[CH:17]=[N:16][CH:15]=[C:14]3[CH2:13][CH2:12]1, predict the reactants needed to synthesize it. The reactants are: O1[C:5]2([CH2:10][CH2:9][CH:8]([N:11]3[C:22]4=[C:23]5[C:18](=[CH:19][CH:20]=[CH:21]4)[CH:17]=[N:16][CH:15]=[C:14]5[CH2:13][CH2:12]3)[CH2:7][CH2:6]2)[O:4]CC1.[OH-].[Na+]. (4) Given the product [CH3:1][O:32][C:31](=[O:33])[CH2:30][CH2:29][CH2:28][C:25](=[O:27])[CH3:26], predict the reactants needed to synthesize it. The reactants are: [CH2:1]1C2NC(=CC=2)CC2NC(=CC=2)CC2NC(=CC=2)CC2NC1=CC=2.[C:25]([CH2:28][CH2:29][CH2:30][C:31]([OH:33])=[O:32])(=[O:27])[CH3:26].Cl. (5) Given the product [CH:51]1([NH:54][C:4]([C:6]2[N:7]=[N:8][C:9]([NH:12][CH2:13][C:14]3[C:15]([C:20]4[CH:25]=[CH:24][CH:23]=[C:22]([F:26])[CH:21]=4)=[N:16][O:17][C:18]=3[CH3:19])=[CH:10][CH:11]=2)=[O:3])[CH2:53][CH2:52]1, predict the reactants needed to synthesize it. The reactants are: C([O:3][C:4]([C:6]1[N:7]=[N:8][C:9]([NH:12][CH2:13][C:14]2[C:15]([C:20]3[CH:25]=[CH:24][CH:23]=[C:22]([F:26])[CH:21]=3)=[N:16][O:17][C:18]=2[CH3:19])=[CH:10][CH:11]=1)=O)C.COC(C1N=NC(NCC2C(C3C=CC=CC=3)=NOC=2C)=CC=1)=O.[CH:51]1([NH2:54])[CH2:53][CH2:52]1. (6) Given the product [Br:1][C:2]1[CH:7]=[CH:6][C:5]([CH:8]([CH3:9])[CH3:10])=[C:4]([F:12])[CH:3]=1, predict the reactants needed to synthesize it. The reactants are: [Br:1][C:2]1[CH:7]=[CH:6][C:5]([C:8](O)([CH3:10])[CH3:9])=[C:4]([F:12])[CH:3]=1.C([SiH](CC)CC)C.FC(F)(F)C(O)=O. (7) Given the product [Cl:20][C:17]1[CH:18]=[CH:19][C:14]([C:12]2[CH:11]=[C:10]([C:21]([F:24])([F:23])[F:22])[N:9]=[C:8]([C:4]3[CH:3]=[C:2]([C:29]4[CH:30]=[CH:31][C:26]([NH2:25])=[N:27][CH:28]=4)[CH:7]=[CH:6][CH:5]=3)[N:13]=2)=[CH:15][CH:16]=1, predict the reactants needed to synthesize it. The reactants are: Br[C:2]1[CH:3]=[C:4]([C:8]2[N:13]=[C:12]([C:14]3[CH:19]=[CH:18][C:17]([Cl:20])=[CH:16][CH:15]=3)[CH:11]=[C:10]([C:21]([F:24])([F:23])[F:22])[N:9]=2)[CH:5]=[CH:6][CH:7]=1.[NH2:25][C:26]1[CH:31]=[CH:30][C:29](B2OC(C)(C)C(C)(C)O2)=[CH:28][N:27]=1. (8) Given the product [OH:4][C:3]1[CH:5]=[CH:6][CH:7]=[CH:8][C:2]=1[C:1]([NH:11][CH2:12][CH2:13][NH:14][C:15](=[O:21])[O:16][C:17]([CH3:19])([CH3:18])[CH3:20])=[O:10], predict the reactants needed to synthesize it. The reactants are: [C:1]([OH:10])(=O)[C:2]1[C:3](=[CH:5][CH:6]=[CH:7][CH:8]=1)[OH:4].[NH2:11][CH2:12][CH2:13][NH:14][C:15](=[O:21])[O:16][C:17]([CH3:20])([CH3:19])[CH3:18].C(Cl)CCl. (9) Given the product [CH2:15]([O:17][C:18]([CH2:20][CH2:22][CH2:21][CH2:39][CH2:2][CH3:3])=[O:19])[CH3:16], predict the reactants needed to synthesize it. The reactants are: N[C:2]1C=CC(N2C=CC=CC2=O)=C[CH:3]=1.[CH2:15]([O:17][C:18]([CH:20]1[CH:22](C(=O)NC2C=CC(N3C=CC=CC3=O)=CC=2)[CH:21]1[C:39](=O)NC1C=CC(Cl)=CC=1)=[O:19])[CH3:16]. (10) Given the product [NH2:1][C:2]1[N:7]=[CH:6][N:5]=[C:4]2[N:8]([CH:12]([C:14]3[CH:15]=[C:16]4[N:21]([C:22]=3[CH2:23][N:24]3[CH2:28][C@@H:27]5[CH2:29][N:30]([C:32]([O:34][C:35]([CH3:38])([CH3:37])[CH3:36])=[O:33])[CH2:31][C@@H:26]5[CH2:25]3)[CH:20]=[CH:19][CH:18]=[CH:17]4)[CH3:13])[N:9]=[C:10]([C:42]3[CH:43]=[C:44]([OH:46])[CH:45]=[C:40]([F:39])[CH:41]=3)[C:3]=12, predict the reactants needed to synthesize it. The reactants are: [NH2:1][C:2]1[N:7]=[CH:6][N:5]=[C:4]2[N:8]([CH:12]([C:14]3[CH:15]=[C:16]4[N:21]([C:22]=3[CH2:23][N:24]3[CH2:28][C@@H:27]5[CH2:29][N:30]([C:32]([O:34][C:35]([CH3:38])([CH3:37])[CH3:36])=[O:33])[CH2:31][C@@H:26]5[CH2:25]3)[CH:20]=[CH:19][CH:18]=[CH:17]4)[CH3:13])[N:9]=[C:10](I)[C:3]=12.[F:39][C:40]1[CH:41]=[C:42](B(O)O)[CH:43]=[C:44]([OH:46])[CH:45]=1.CCO.C([O-])([O-])=O.[Na+].[Na+].